This data is from B-cell epitopes from IEDB database with 3,159 antigens for binding position prediction. The task is: Token-level Classification. Given an antigen amino acid sequence, predict which amino acid positions are active epitope sites capable of antibody binding. Output is a list of indices for active positions. (1) Given the antigen sequence: MANKAVNDFILAMNYDKKKLLTHQGESIENRFIKEGNQLPDEFVVIERKKRSLSTNTSDISVTATNDSRLYPGALLVVDETLLENNPTLLAVDRAPMTYSIDLPGLASSDSFLQVEDPSNSSVRGAVNDLLAKWHQDYGQVNNVPARMQYEKITAHSMEQLKVKFGSDFEKTGNSLDIDFNSVHSGEKQIQIVNFKQIYYTVSVDAVKNPGDVFQDTVTVEDLKQRGISAERPLVYISSVAYGRQVYLKLETTSKSDEVEAAFEALIKGVKVAPQTEWKQILDNTEVKAVILGGDPSSGARVVTGKVDMVEDLIQEGSRFTADHPGLPISYTTSFLRDNVVATFQNSTDYVETKVTAYRNGDLLLDHSGAYVAQYYITWNELSYDHQGKEVLTPKAWDRNGQDLTAHFTTSIPLKGNVRNLSVKIRECTGLAWEWWRTVYEKTDLPLVRKRTISIWGTTLYPQVEDKVEND, which amino acid positions are active epitope sites? The epitope positions are: [0, 1, 2, 3, 4, 5, 6, 7, 8, 9, 10, 11, 12, 13, 14, 15, 16, 17, 18, 19... (49 total positions)]. The amino acids at these positions are: MANKAVNDFILAMNYDKKKLLTHQGESIEN.... (2) Given the antigen sequence: MSSKYPRSVRRCLPLWALTLEAALILLFYFFTHYDASLEDQKGLVASYQVGQDLTVMAAIGLGFLTSSFRRHSWSSVAFNLFMLALGVQWAILLDGFLSQFPSGKVVITLFSIRLATMSALSVLISVDAVLGKVNLAQLVVMVLVEVTALGNLRMVISNIFNTDYHMNMMHIYVFAAYFGLSVAWCLPKPLPEGTEDKDQTATIPSLSAMLGALFLWMFWPSFNSALLRSPIERKNAVFNTYYAVAVSVVTAISGSSLAHPQGKISKTYVHSAVLAGGVAVGTSCHLIPSPWLAMVLGLVAGLISVGGAKYLPGCCNRVLGIPHSSIMGYNFSLLGLLGEIIYIVLLVLDTVGAGNGMIGFQVLLSIGELSLAIVIALTSGLLTGLLLNLKIWKAPHEAKYFDDQVFWKFPHLAVGF, which amino acid positions are active epitope sites? The epitope positions are: [408, 409, 410, 411, 412, 413, 414, 415, 416]. The amino acids at these positions are: KFPHLAVGF. (3) Given the antigen sequence: MDAGARYMRLTGKENWVEVTMDGEKERKREGFTAGQQGKYNPQVSKNIGNRNTNDCFAYKGIFLWRISLTMWILLGINMCVSAEDYITLISDPYGFSPIKNVSGVPVTCVTKEFAKWGCQPLGAYPDPEIEYRNVSQEVVKEVYQENWPWNTYHWPLWQMENVRYWLKENMQENQQRKNNTKEGIEELLAGTIRGRFCVPYPFALLKCTKWCWYTAAINNESGKAGKIKINCTEARAVSCTEDMPLASIQRAYWDEKDRESMAFMNIKACDSNLRCQKRPGGCMEGYPIPVGAEIIPESMKYLRGAKSQYGGIKDKNGELKLPLTLRVWVKLANVSEWVNGTPPDWQDRINGSKGINGTLWGELNSMHHLGFALSQNGKWCNYTGEIKLGQETFQYHYKPNWNCTGNWTQYPVWQVIRNLDMVEHMTGECVQRPQRHNITVGNGTITGNCSTTNWDGCNCSRSGNYLYNSSEGGLLLILCRQNSTLTRILGTNTNWTTMW..., which amino acid positions are active epitope sites? The epitope positions are: [706, 707, 708, 709, 710, 711, 712, 713, 714, 715, 716, 717]. The amino acids at these positions are: EAITDRIMLYQE. (4) Given the antigen sequence: MRSLIYFWLLLPVLPTLSLPQDVTRCQSTTNFRRFFSKFNVQAPAVVVLGGYLPSMNSSSWYCGTGIETASGVHGIFLSYIDSGQGFEIGISQEPFDPSGYQLYLHKATNGNTNAIARLRICQFPDNKTLGPTVNDVTTGRNCLFNKAIPAYMRDGKDIVVGITWDNDRVTVFADKIYHFYLKNDWSRVATRCYNRRSCAMQYVYTPTYYMLNVTSAGEDGIYYEPCTANCTGYAANVFATDSNGHIPEGFSFNNWFLLSNDSTLLHGKVVSNQPLLVNCLLAIPKIYGLGQFFSFNHTMDGVCNGAAVDRAPEALRFNINDTSVILAEGSIVLHTALGTNLSFVCSNSSDPHLAIFAIPLGATEVPYYCFLKVDTYNSTVYKFLAVLPPTVREIVITKYGDVYVNGFGYLHLGLLDAVTINFTGHGTDDDVSGFWTIASTNFVDALIEVQGTSIQRILYCDDPVSQLKCSQVAFDLDDGFYPISSRNLLSHEQPISFVT..., which amino acid positions are active epitope sites? The epitope positions are: [200, 201, 202, 203, 204, 205, 206, 207, 208, 209, 210, 211]. The amino acids at these positions are: MQYVYTPTYYML. (5) The epitope positions are: [181, 182, 183, 184, 185, 186, 187, 188, 189, 190, 191, 192, 193, 194, 195, 196, 197, 198, 199, 200... (21 total positions)]. The amino acids at these positions are: LPTSYCGYSDYTRPQDTFGVA. Given the antigen sequence: GTENMETGAVTPDDPSTTSDARKMPVIHSVSHTNLEFLFDRFFFTGFANVCDVSNNTTHTHSGDTPLNIFSTLHRKLDNSVRDYLLRAFTYFTADLGLAIQPTSTSEKALPPIEYWVGWRPVGAPEPSALVFSTPTPGDKVKVTQRSTVLTGGFCPVVHSVKGQGLNQVQMSIPYTSPLSALPTSYCGYSDYTRPQDTFGVAPAAHFGTLSIRVNARPLTQLKGADDEPLQDLAFALFTRLRNLKAYAPRHFQRVPNSPHKQTDAARTKERTNAIIAEFITKKPINGVAATFETLASNSVKLSNTPVADWENLLSQGAT, which amino acid positions are active epitope sites?